Dataset: Forward reaction prediction with 1.9M reactions from USPTO patents (1976-2016). Task: Predict the product of the given reaction. (1) Given the reactants [OH:1][C:2]1[C:10]([CH3:11])=[CH:9][CH:8]=[CH:7][C:3]=1[C:4]([OH:6])=O.ON1C2C=CC=CC=2N=N1.Cl.CN(C)CCCN=C=NCC.Cl.[NH2:35][CH2:36][C:37]1[CH:61]=[CH:60][C:40]([CH2:41][NH:42][C:43](=[O:59])[C:44]2[CH:49]=[C:48](F)[CH:47]=[N:46][C:45]=2[O:51][C:52]2[CH:57]=[CH:56][C:55]([F:58])=[CH:54][CH:53]=2)=[CH:39][CH:38]=1.CN1CCOCC1, predict the reaction product. The product is: [F:58][C:55]1[CH:54]=[CH:53][C:52]([O:51][C:45]2[N:46]=[CH:47][CH:48]=[CH:49][C:44]=2[C:43]([NH:42][CH2:41][C:40]2[CH:60]=[CH:61][C:37]([CH2:36][NH:35][C:4](=[O:6])[C:3]3[CH:7]=[CH:8][CH:9]=[C:10]([CH3:11])[C:2]=3[OH:1])=[CH:38][CH:39]=2)=[O:59])=[CH:57][CH:56]=1. (2) The product is: [CH3:25][N:26]1[CH2:31][CH2:30][N:29]([CH2:21][CH2:20][CH2:19][N:13]2[CH2:12][C:11]3[C:15](=[CH:16][CH:17]=[C:9]([C:7]4[S:8][C:4]([CH:3]=[O:2])=[CH:5][CH:6]=4)[CH:10]=3)[C:14]2=[O:18])[CH2:28][CH2:27]1. Given the reactants C[O:2][CH:3](OC)[C:4]1[S:8][C:7]([C:9]2[CH:10]=[C:11]3[C:15](=[CH:16][CH:17]=2)[C:14](=[O:18])[N:13]([CH2:19][CH2:20][CH2:21]I)[CH2:12]3)=[CH:6][CH:5]=1.[CH3:25][N:26]1[CH2:31][CH2:30][NH:29][CH2:28][CH2:27]1, predict the reaction product. (3) Given the reactants [Cl:1][C:2]1[CH:7]=[CH:6][C:5]([N+:8]([O-])=O)=[CH:4][C:3]=1[C:11]1[CH:16]=[CH:15][C:14]([CH3:17])=[CH:13][N:12]=1.Cl[Sn]Cl.Cl, predict the reaction product. The product is: [Cl:1][C:2]1[CH:7]=[CH:6][C:5]([NH2:8])=[CH:4][C:3]=1[C:11]1[CH:16]=[CH:15][C:14]([CH3:17])=[CH:13][N:12]=1. (4) Given the reactants [Cl:1][C:2]1[CH:27]=[CH:26][C:5]([CH2:6][CH:7]2[C:16]3[C:11](=[CH:12][CH:13]=[C:14]([OH:17])[CH:15]=3)[CH2:10][CH2:9][CH:8]2[NH:18][C:19](=[O:25])[O:20]C(C)(C)C)=[CH:4][CH:3]=1.Cl[C:29]1[CH:30]=[C:31]([CH:52]=[CH:53][C:54]=1Cl)[CH2:32]C1[C:52]2[C:31](=[CH:30][CH:29]=[C:54](O)[CH:53]=2)[CH2:32]CC1NC(=O)OC(C)(C)C.C(N(CC)CC)C.C(Cl)(=O)OCC1C=CC=CC=1, predict the reaction product. The product is: [Cl:1][C:2]1[CH:27]=[CH:26][C:5]([CH2:6][CH:7]2[C:16]3[C:11](=[CH:12][CH:13]=[C:14]([OH:17])[CH:15]=3)[CH2:10][CH2:9][CH:8]2[NH:18][C:19](=[O:25])[O:20][CH2:32][C:31]2[CH:52]=[CH:53][CH:54]=[CH:29][CH:30]=2)=[CH:4][CH:3]=1. (5) Given the reactants CC1C[N@@]1S(C1C=CC=C(C(F)(F)F)C=1)(=O)=O.CC1C=CC(S(O[CH2:29][C@@H:30]([NH:32][S:33]([C:36]2[CH:41]=[CH:40][C:39]([CH3:42])=[CH:38][CH:37]=2)(=[O:35])=[O:34])[CH3:31])(=O)=O)=CC=1, predict the reaction product. The product is: [CH3:29][CH:30]1[CH2:31][N@@:32]1[S:33]([C:36]1[CH:41]=[CH:40][C:39]([CH3:42])=[CH:38][CH:37]=1)(=[O:35])=[O:34]. (6) The product is: [Br:17][C:14]1[CH:15]=[CH:16][C:9]([O:6][CH2:5][CH:4]([CH3:7])[CH3:3])=[C:10]([CH:13]=1)[C:11]#[N:12]. Given the reactants [H-].[Na+].[CH3:3][CH:4]([CH3:7])[CH2:5][OH:6].F[C:9]1[CH:16]=[CH:15][C:14]([Br:17])=[CH:13][C:10]=1[C:11]#[N:12].O, predict the reaction product.